From a dataset of Reaction yield outcomes from USPTO patents with 853,638 reactions. Predict the reaction yield, written as a fraction of the theoretical maximum amount of product (1.0 means a 100% yield; for example, 0.34 means a 34% yield). (1) The reactants are [S:1]1[C:5]2[CH:6]=[CH:7][CH:8]=[CH:9][C:4]=2[N:3]=[C:2]1[CH:10]([C:13]1[CH:18]=[CH:17][N:16]=[C:15](Cl)[N:14]=1)[C:11]#[N:12].[CH3:20][O:21][C:22]1[CH:27]=[CH:26][C:25]([OH:28])=[CH:24][CH:23]=1.C(=O)([O-])[O-].[Cs+].[Cs+]. The catalyst is CS(C)=O. The product is [S:1]1[C:5]2[CH:6]=[CH:7][CH:8]=[CH:9][C:4]=2[N:3]=[C:2]1[CH:10]([C:13]1[CH:18]=[CH:17][N:16]=[C:15]([O:28][C:25]2[CH:26]=[CH:27][C:22]([O:21][CH3:20])=[CH:23][CH:24]=2)[N:14]=1)[C:11]#[N:12]. The yield is 0.510. (2) The reactants are [CH2:1]([C:3]1[N:7]([C:8]2[N:16]=[C:15]3[C:11]([N:12]=[C:13]([C:18]4([O:22][CH3:23])[CH2:21][NH:20][CH2:19]4)[N:14]3[CH3:17])=[C:10]([N:24]3[CH2:29][CH2:28][O:27][CH2:26][CH2:25]3)[N:9]=2)[C:6]2[CH:30]=[CH:31][CH:32]=[CH:33][C:5]=2[N:4]=1)[CH3:2].[C:34]([O-])(=[O:38])[C@H:35]([CH3:37])[OH:36].[Na+].C1C=CC2N(O)N=NC=2C=1.CCN=C=NCCCN(C)C. The catalyst is C(Cl)Cl. The product is [CH2:1]([C:3]1[N:7]([C:8]2[N:16]=[C:15]3[C:11]([N:12]=[C:13]([C:18]4([O:22][CH3:23])[CH2:21][N:20]([C:34](=[O:38])[C@@H:35]([OH:36])[CH3:37])[CH2:19]4)[N:14]3[CH3:17])=[C:10]([N:24]3[CH2:29][CH2:28][O:27][CH2:26][CH2:25]3)[N:9]=2)[C:6]2[CH:30]=[CH:31][CH:32]=[CH:33][C:5]=2[N:4]=1)[CH3:2]. The yield is 0.230. (3) The reactants are Cl[C:2]1[N:10]=[CH:9][N:8]=[C:7]2[C:3]=1[NH:4][CH:5]=[N:6]2.[Cl:11][C:12]1[CH:13]=[C:14]([CH:17]=[CH:18][CH:19]=1)[CH2:15][NH2:16].C(N(CC)CC)C. The catalyst is C(O)CCC. The product is [Cl:11][C:12]1[CH:13]=[C:14]([CH:17]=[CH:18][CH:19]=1)[CH2:15][NH:16][C:2]1[N:10]=[CH:9][N:8]=[C:7]2[C:3]=1[NH:4][CH:5]=[N:6]2. The yield is 0.950. (4) The reactants are [CH2:1]1[CH2:6][C@H:5]([C:7]([OH:9])=[O:8])[CH2:4][CH2:3][C@H:2]1[CH2:10][NH2:11].[C:12]([O:20][CH:21]([O:25][C:26](ON1C(=O)CCC1=O)=[O:27])[CH2:22][CH2:23][CH3:24])(=[O:19])[C:13]1[CH:18]=[CH:17][CH:16]=[CH:15][CH:14]=1. The catalyst is CC(OC)(C)C.CC(C)=O.O. The product is [C:12]([O:20][CH:21]([O:25][C:26]([NH:11][CH2:10][C@H:2]1[CH2:3][CH2:4][C@H:5]([C:7]([OH:9])=[O:8])[CH2:6][CH2:1]1)=[O:27])[CH2:22][CH2:23][CH3:24])(=[O:19])[C:13]1[CH:18]=[CH:17][CH:16]=[CH:15][CH:14]=1. The yield is 0.190.